This data is from Full USPTO retrosynthesis dataset with 1.9M reactions from patents (1976-2016). The task is: Predict the reactants needed to synthesize the given product. Given the product [Cl:1][C:2]1[CH:3]=[CH:4][C:5]([C:9]2[O:10][CH:11]=[CH:12][N:13]=2)=[C:6]([O-:8])[CH:7]=1.[Li+:18], predict the reactants needed to synthesize it. The reactants are: [Cl:1][C:2]1[CH:3]=[CH:4][C:5]([C:9]2[O:10][CH:11]=[CH:12][N:13]=2)=[C:6]([OH:8])[CH:7]=1.CO.C[O-].[Li+:18].